From a dataset of Forward reaction prediction with 1.9M reactions from USPTO patents (1976-2016). Predict the product of the given reaction. Given the reactants [F:1][CH:2]([F:28])[CH2:3][N:4]1[CH2:21][CH:20]([C:22](=[O:27])N(OC)C)[O:19][C:6]2([CH2:11][CH2:10][N:9]([C:12]([O:14][C:15]([CH3:18])([CH3:17])[CH3:16])=[O:13])[CH2:8][CH2:7]2)[CH2:5]1.[CH2:29]([Mg]Br)[CH3:30], predict the reaction product. The product is: [F:28][CH:2]([F:1])[CH2:3][N:4]1[CH2:21][CH:20]([C:22](=[O:27])[CH2:29][CH3:30])[O:19][C:6]2([CH2:7][CH2:8][N:9]([C:12]([O:14][C:15]([CH3:18])([CH3:17])[CH3:16])=[O:13])[CH2:10][CH2:11]2)[CH2:5]1.